Regression. Given two drug SMILES strings and cell line genomic features, predict the synergy score measuring deviation from expected non-interaction effect. From a dataset of NCI-60 drug combinations with 297,098 pairs across 59 cell lines. (1) Drug 1: C1=NC2=C(N1)C(=S)N=C(N2)N. Drug 2: C1C(C(OC1N2C=C(C(=O)NC2=O)F)CO)O. Cell line: CCRF-CEM. Synergy scores: CSS=67.7, Synergy_ZIP=-6.77, Synergy_Bliss=-8.37, Synergy_Loewe=-3.74, Synergy_HSA=-1.86. (2) Drug 1: CN(C)C1=NC(=NC(=N1)N(C)C)N(C)C. Drug 2: COCCOC1=C(C=C2C(=C1)C(=NC=N2)NC3=CC=CC(=C3)C#C)OCCOC.Cl. Cell line: SF-295. Synergy scores: CSS=-1.96, Synergy_ZIP=-1.52, Synergy_Bliss=-5.96, Synergy_Loewe=-5.51, Synergy_HSA=-5.58.